This data is from Peptide-MHC class II binding affinity with 134,281 pairs from IEDB. The task is: Regression. Given a peptide amino acid sequence and an MHC pseudo amino acid sequence, predict their binding affinity value. This is MHC class II binding data. (1) The MHC is DRB1_1602 with pseudo-sequence DRB1_1602. The binding affinity (normalized) is 0. The peptide sequence is PCKGDSVTIKLDGNL. (2) The peptide sequence is AANKQKQELDEISTN. The MHC is DRB1_0404 with pseudo-sequence DRB1_0404. The binding affinity (normalized) is 0.0324. (3) The peptide sequence is GVAQGGVFHTMWHVT. The MHC is DRB3_0101 with pseudo-sequence DRB3_0101. The binding affinity (normalized) is 0. (4) The peptide sequence is MHVSFVMAYPEMLAA. The MHC is HLA-DQA10201-DQB10202 with pseudo-sequence HLA-DQA10201-DQB10202. The binding affinity (normalized) is 0.338. (5) The peptide sequence is SEFENDEHIILYLVN. The MHC is DRB5_0101 with pseudo-sequence DRB5_0101. The binding affinity (normalized) is 0. (6) The binding affinity (normalized) is 0.457. The MHC is DRB1_1101 with pseudo-sequence DRB1_1101. The peptide sequence is GELQIVDKVDAAFKI. (7) The peptide sequence is LQLIRLAASLQHYGL. The MHC is DRB3_0202 with pseudo-sequence DRB3_0202. The binding affinity (normalized) is 0.809. (8) The peptide sequence is MQDLELSWNLNGLQAY. The MHC is DRB1_1302 with pseudo-sequence DRB1_1302. The binding affinity (normalized) is 0.596.